This data is from Reaction yield outcomes from USPTO patents with 853,638 reactions. The task is: Predict the reaction yield, written as a fraction of the theoretical maximum amount of product (1.0 means a 100% yield; for example, 0.34 means a 34% yield). (1) The reactants are [Br:1][C:2]1[C:23]([Cl:24])=[CH:22][C:5]2[N:6]([CH2:9][C:10]3[CH:21]=[CH:20][C:13]4[N:14]=[C:15](S(C)=O)[O:16][C:12]=4[CH:11]=3)[CH:7]=[N:8][C:4]=2[CH:3]=1.[NH2:25][C@@H:26]1[CH2:31][CH2:30][CH2:29][CH2:28][C@H:27]1[OH:32].CCN(C(C)C)C(C)C.O. The catalyst is CC(N(C)C)=O. The product is [Br:1][C:2]1[C:23]([Cl:24])=[CH:22][C:5]2[N:6]([CH2:9][C:10]3[CH:21]=[CH:20][C:13]4[N:14]=[C:15]([NH:25][C@@H:26]5[CH2:31][CH2:30][CH2:29][CH2:28][C@H:27]5[OH:32])[O:16][C:12]=4[CH:11]=3)[CH:7]=[N:8][C:4]=2[CH:3]=1. The yield is 0.823. (2) The reactants are C[Si]([N-][Si](C)(C)C)(C)C.[K+].C1OCCOCCOCCOCCOCCOC1.[CH2:29]([O:31][C:32](=[O:48])[CH2:33]P(OCC(F)(F)F)(OCC(F)(F)F)=O)[CH3:30].[S:49]1[CH:53]=[CH:52][C:51]([CH:54]=O)=[CH:50]1. The catalyst is C1COCC1. The product is [CH2:29]([O:31][C:32](=[O:48])[CH:33]=[CH:54][C:51]1[CH:52]=[CH:53][S:49][CH:50]=1)[CH3:30]. The yield is 0.827.